From a dataset of Retrosynthesis with 50K atom-mapped reactions and 10 reaction types from USPTO. Predict the reactants needed to synthesize the given product. Given the product COc1c(C=O)cc(Br)c(-c2ccc(F)cc2)c1F, predict the reactants needed to synthesize it. The reactants are: CI.O=Cc1cc(Br)c(-c2ccc(F)cc2)c(F)c1O.